From a dataset of Forward reaction prediction with 1.9M reactions from USPTO patents (1976-2016). Predict the product of the given reaction. (1) Given the reactants Br[CH:2]([C:14]1[CH:19]=[CH:18][CH:17]=[CH:16][CH:15]=1)[C:3]([C:5]1[C:13]2[C:8](=[CH:9][CH:10]=[CH:11][CH:12]=2)[NH:7][CH:6]=1)=[O:4].[NH2:20][C:21]1[CH:22]=[C:23]([OH:29])[CH:24]=[C:25]([O:27][CH3:28])[CH:26]=1.C(N(CC)CC)C.Cl, predict the reaction product. The product is: [OH:29][C:23]1[CH:22]=[C:21]([NH:20][CH:2]([C:14]2[CH:19]=[CH:18][CH:17]=[CH:16][CH:15]=2)[C:3]([C:5]2[C:13]3[C:8](=[CH:9][CH:10]=[CH:11][CH:12]=3)[NH:7][CH:6]=2)=[O:4])[CH:26]=[C:25]([O:27][CH3:28])[CH:24]=1. (2) Given the reactants [N:1]1[CH:6]=[CH:5][N:4]=[CH:3][C:2]=1[NH:7][C:8]([NH:10]C(=O)OCC)=S.Cl.NO.CC[N:21](C(C)C)C(C)C.C(O)C, predict the reaction product. The product is: [N:7]1[C:8]([NH2:10])=[N:21][N:1]2[CH:6]=[CH:5][N:4]=[CH:3][C:2]=12. (3) Given the reactants [Br:1][C:2]1[CH:8]=[CH:7][CH:6]=[CH:5][C:3]=1[NH2:4].[C:9]([O:13][C:14]([N:16]1[CH2:19][CH:18]([C:20](O)=[O:21])[CH2:17]1)=[O:15])([CH3:12])([CH3:11])[CH3:10].CCN=C=NCCCN(C)C, predict the reaction product. The product is: [Br:1][C:2]1[CH:8]=[CH:7][CH:6]=[CH:5][C:3]=1[NH:4][C:20]([CH:18]1[CH2:19][N:16]([C:14]([O:13][C:9]([CH3:12])([CH3:11])[CH3:10])=[O:15])[CH2:17]1)=[O:21]. (4) Given the reactants [C:1]([C:3]1[CH:8]=[CH:7][CH:6]=[CH:5][C:4]=1[C:9]1[CH:10]=[CH:11][C:12](/[CH:15]=[CH:16]/[C@@H:17]2[C@H:25]3[C@:21]([CH:28]([CH3:36])[C:29]([O:31][C:32]([CH3:35])([CH3:34])[CH3:33])=[O:30])([C:22](=[O:27])[O:23][C@@H:24]3[CH3:26])[CH2:20][C:19]([F:38])([F:37])[C@H:18]2[CH3:39])=[N:13][CH:14]=1)#[N:2].[CH3:40][Si]([N-][Si](C)(C)C)(C)C.[Li+].IC, predict the reaction product. The product is: [C:1]([C:3]1[CH:8]=[CH:7][CH:6]=[CH:5][C:4]=1[C:9]1[CH:10]=[CH:11][C:12](/[CH:15]=[CH:16]/[C@@H:17]2[C@H:25]3[C:21]([C:28]([CH3:40])([CH3:36])[C:29]([O:31][C:32]([CH3:33])([CH3:35])[CH3:34])=[O:30])([C:22](=[O:27])[O:23][C@@H:24]3[CH3:26])[CH2:20][C:19]([F:37])([F:38])[C@H:18]2[CH3:39])=[N:13][CH:14]=1)#[N:2].